This data is from Forward reaction prediction with 1.9M reactions from USPTO patents (1976-2016). The task is: Predict the product of the given reaction. (1) Given the reactants F[C:2]1[CH:3]=[C:4]2[C:8](=[CH:9][CH:10]=1)[C:7](=[O:11])[CH2:6][CH2:5]2.[NH:12]1[CH2:17][CH2:16][CH2:15][CH2:14][CH2:13]1, predict the reaction product. The product is: [N:12]1([C:2]2[CH:3]=[C:4]3[C:8](=[CH:9][CH:10]=2)[C:7](=[O:11])[CH2:6][CH2:5]3)[CH2:17][CH2:16][CH2:15][CH2:14][CH2:13]1. (2) Given the reactants [CH3:1][O:2][NH:3][C:4](=[O:10])[CH:5]([Br:9])[CH2:6][CH2:7]Br.[H-].[Na+].BrC(CCBr)C(Br)=O, predict the reaction product. The product is: [CH3:1][O:2][N:3]1[CH2:7][CH2:6][CH:5]([Br:9])[C:4]1=[O:10]. (3) Given the reactants [Br:1][C:2]1[CH:7]=[CH:6][C:5]([CH2:8][C:9](=[O:11])[CH3:10])=[CH:4][CH:3]=1.[Br:12]N1C(=O)CCC1=O.N(C(C)(C)C#N)=NC(C)(C)C#N, predict the reaction product. The product is: [Br:12][CH:8]([C:5]1[CH:4]=[CH:3][C:2]([Br:1])=[CH:7][CH:6]=1)[C:9](=[O:11])[CH3:10]. (4) Given the reactants N[C:2]1[CH:11]=[CH:10][CH:9]=[C:8]2[C:3]=1[CH:4]=[CH:5][N:6]([CH2:13][CH:14]1[CH2:18][O:17][C:16]([CH3:20])([CH3:19])[O:15]1)[C:7]2=[O:12].N([O-])=O.[Na+].CS(C)=O.[IH:29].C([O-])(O)=O.[Na+], predict the reaction product. The product is: [CH3:19][C:16]1([CH3:20])[O:15][CH:14]([CH2:13][N:6]2[CH:5]=[CH:4][C:3]3[C:8](=[CH:9][CH:10]=[CH:11][C:2]=3[I:29])[C:7]2=[O:12])[CH2:18][O:17]1. (5) Given the reactants [Cl:1][C:2]1[CH:7]=[CH:6][CH:5]=[CH:4][C:3]=1[CH:8]([N:12]1[CH2:17][CH2:16][C:15]2[S:18][CH:19]=[CH:20][C:14]=2[CH2:13]1)[C:9]([NH2:11])=[O:10].ClC1C=CC=CC=1C(N1CCC2SC=CC=2C1)C#N.[S:40](=[O:44])(=[O:43])([OH:42])[OH:41].C(OCC)C, predict the reaction product. The product is: [S:40]([OH:44])([OH:43])(=[O:42])=[O:41].[Cl:1][C:2]1[CH:7]=[CH:6][CH:5]=[CH:4][C:3]=1[CH:8]([N:12]1[CH2:17][CH2:16][C:15]2[S:18][CH:19]=[CH:20][C:14]=2[CH2:13]1)[C:9]([NH2:11])=[O:10]. (6) Given the reactants [Cl:1][C:2]1[CH:10]=[C:6]([C:7]([OH:9])=O)[C:5]([OH:11])=[CH:4][CH:3]=1.[F:12][C:13]([F:22])([F:21])[C:14]1[CH:20]=[CH:19][C:17]([NH2:18])=[CH:16][CH:15]=1, predict the reaction product. The product is: [Cl:1][C:2]1[CH:3]=[CH:4][C:5]([OH:11])=[C:6]([CH:10]=1)[C:7]([NH:18][C:17]1[CH:19]=[CH:20][C:14]([C:13]([F:12])([F:21])[F:22])=[CH:15][CH:16]=1)=[O:9]. (7) Given the reactants [CH3:1][C:2]1[CH:7]=[C:6]([CH3:8])[N:5]=[C:4]([CH2:9][OH:10])[CH:3]=1.[Mn]([O-])(=O)(=O)=[O:12].[K+], predict the reaction product. The product is: [CH3:1][C:2]1[CH:7]=[C:6]([CH3:8])[N:5]=[C:4]([C:9]([OH:12])=[O:10])[CH:3]=1.